Dataset: Catalyst prediction with 721,799 reactions and 888 catalyst types from USPTO. Task: Predict which catalyst facilitates the given reaction. (1) Reactant: O=C(N1CCCCC1)C[CH:4]([CH2:8][S:9]([CH2:12][C:13]1[CH:18]=[CH:17][CH:16]=[CH:15][CH:14]=1)(=[O:11])=[O:10])[C:5]([OH:7])=O.[OH:25][C:26](C(F)(F)F)=O.[NH2:32][CH:33]([CH2:47][CH3:48])[CH:34]([C:36]1[O:37][C:38]([C:41]2[CH:46]=[CH:45][N:44]=[CH:43][CH:42]=2)=[N:39][N:40]=1)[OH:35].[CH:49]1C=CC2N(O)N=NC=2C=1.C(Cl)CCl.C[N:64]1[CH2:69][CH2:68][O:67][CH2:66][CH2:65]1. Product: [OH:35][CH:34]([C:36]1[O:37][C:38]([C:41]2[CH:46]=[CH:45][N:44]=[CH:43][CH:42]=2)=[N:39][N:40]=1)[CH:33]([NH:32][C:26](=[O:25])[C:8]([CH3:49])([S:9]([CH2:12][C:13]1[CH:14]=[CH:15][CH:16]=[CH:17][CH:18]=1)(=[O:10])=[O:11])[CH2:4][C:5]([N:64]1[CH2:69][CH2:68][O:67][CH2:66][CH2:65]1)=[O:7])[CH2:47][CH3:48]. The catalyst class is: 2. (2) Reactant: [OH:1][CH:2]([C:33]([CH3:36])([CH3:35])[CH3:34])[CH2:3][N:4]1[C:9](=[O:10])[C:8]([CH2:11][C:12]2[CH:17]=[CH:16][C:15]([C:18]3[C:19]([C:24]#[N:25])=[CH:20][CH:21]=[CH:22][CH:23]=3)=[CH:14][CH:13]=2)=[C:7]([CH2:26][CH2:27][CH3:28])[N:6]2[N:29]=[C:30]([CH3:32])[N:31]=[C:5]12.N1C(C)=CC=CC=1C.O1CCCC1.FC(F)(F)S(O[Si:56]([C:59]([CH3:62])([CH3:61])[CH3:60])([CH3:58])[CH3:57])(=O)=O. Product: [Si:56]([O:1][CH:2]([C:33]([CH3:35])([CH3:34])[CH3:36])[CH2:3][N:4]1[C:9](=[O:10])[C:8]([CH2:11][C:12]2[CH:13]=[CH:14][C:15]([C:18]3[C:19]([C:24]#[N:25])=[CH:20][CH:21]=[CH:22][CH:23]=3)=[CH:16][CH:17]=2)=[C:7]([CH2:26][CH2:27][CH3:28])[N:6]2[N:29]=[C:30]([CH3:32])[N:31]=[C:5]12)([C:59]([CH3:62])([CH3:61])[CH3:60])([CH3:58])[CH3:57]. The catalyst class is: 13. (3) Reactant: [C:1]([C:3]1[CH:4]=[C:5]([C:13]2[S:17][C:16]([C:18]3[CH:26]=[CH:25][CH:24]=[C:23]4[C:19]=3[CH2:20][CH2:21][C@@H:22]4[NH:27][S:28]([CH2:31][C:32]([O:34]CC)=[O:33])(=[O:30])=[O:29])=[N:15][N:14]=2)[CH:6]=[CH:7][C:8]=1[O:9][CH:10]([CH3:12])[CH3:11])#[N:2].[OH-].[Na+]. Product: [C:1]([C:3]1[CH:4]=[C:5]([C:13]2[S:17][C:16]([C:18]3[CH:26]=[CH:25][CH:24]=[C:23]4[C:19]=3[CH2:20][CH2:21][C@@H:22]4[NH:27][S:28]([CH2:31][C:32]([OH:34])=[O:33])(=[O:29])=[O:30])=[N:15][N:14]=2)[CH:6]=[CH:7][C:8]=1[O:9][CH:10]([CH3:12])[CH3:11])#[N:2]. The catalyst class is: 5. (4) Reactant: C([N:8]1[CH2:16][C:15]2[C:10](=[CH:11][CH:12]=[C:13]([N+:17]([O-])=O)[CH:14]=2)[CH2:9]1)C1C=CC=CC=1.Cl. Product: [NH2:17][C:13]1[CH:14]=[C:15]2[C:10](=[CH:11][CH:12]=1)[CH2:9][NH:8][CH2:16]2. The catalyst class is: 320. (5) Reactant: [Br:1][CH2:2][CH2:3][O:4][C:5]1[CH:32]=[CH:31][C:8]([CH2:9][C:10]2[C:19]3[C:14](=[CH:15][C:16]([O:20]C)=[CH:17][CH:18]=3)[O:13][C:12](=[O:22])[C:11]=2[C:23]2[CH:28]=[CH:27][C:26]([Cl:29])=[CH:25][C:24]=2[Cl:30])=[CH:7][CH:6]=1.[Al+3].[Cl-].[Cl-].[Cl-].CCS.C([O-])(O)=O.[Na+]. Product: [Br:1][CH2:2][CH2:3][O:4][C:5]1[CH:32]=[CH:31][C:8]([CH2:9][C:10]2[C:19]3[C:14](=[CH:15][C:16]([OH:20])=[CH:17][CH:18]=3)[O:13][C:12](=[O:22])[C:11]=2[C:23]2[CH:28]=[CH:27][C:26]([Cl:29])=[CH:25][C:24]=2[Cl:30])=[CH:7][CH:6]=1. The catalyst class is: 2. (6) Reactant: [C:1]([N:8]1[CH2:16][CH2:15][CH:11]([C:12](O)=[O:13])[CH2:10][CH2:9]1)([O:3][C:4]([CH3:7])([CH3:6])[CH3:5])=[O:2].[CH3:17][N:18](C(ON1N=NC2C=CC=NC1=2)=[N+](C)C)[CH3:19].F[P-](F)(F)(F)(F)F.CCN(C(C)C)C(C)C.Cl.CNC. Product: [C:4]([O:3][C:1]([N:8]1[CH2:16][CH2:15][CH:11]([C:12](=[O:13])[N:18]([CH3:19])[CH3:17])[CH2:10][CH2:9]1)=[O:2])([CH3:7])([CH3:6])[CH3:5]. The catalyst class is: 794. (7) Reactant: Cl[C:2]1[C:3]2[CH:10]=[CH:9][N:8]([C:11]3[CH:16]=[CH:15][C:14]([F:17])=[CH:13][CH:12]=3)[C:4]=2[N:5]=[CH:6][N:7]=1.[O:18]1CCOCC1.C(=O)([O-])[O-].[K+].[K+].N12CCN(CC1)CC2. Product: [F:17][C:14]1[CH:15]=[CH:16][C:11]([N:8]2[C:4]3[N:5]=[CH:6][NH:7][C:2](=[O:18])[C:3]=3[CH:10]=[CH:9]2)=[CH:12][CH:13]=1. The catalyst class is: 6. (8) Reactant: [F:1][C:2]1[CH:7]=[CH:6][C:5]([CH:8]([CH:31]2[CH2:36][CH2:35][N:34]([CH:37]([CH3:39])[CH3:38])[CH2:33][CH2:32]2)[CH2:9][N:10]2[CH2:15][CH2:14][N:13]([CH2:16][CH2:17][CH2:18][C:19]3[CH:24]=[CH:23][CH:22]=[CH:21][C:20]=3[C:25]3[CH:30]=[CH:29][CH:28]=[CH:27][CH:26]=3)[CH2:12][CH2:11]2)=[CH:4][CH:3]=1.[ClH:40].O1CCOCC1. Product: [ClH:40].[ClH:40].[ClH:40].[F:1][C:2]1[CH:7]=[CH:6][C:5]([CH:8]([CH:31]2[CH2:36][CH2:35][N:34]([CH:37]([CH3:39])[CH3:38])[CH2:33][CH2:32]2)[CH2:9][N:10]2[CH2:11][CH2:12][N:13]([CH2:16][CH2:17][CH2:18][C:19]3[CH:24]=[CH:23][CH:22]=[CH:21][C:20]=3[C:25]3[CH:30]=[CH:29][CH:28]=[CH:27][CH:26]=3)[CH2:14][CH2:15]2)=[CH:4][CH:3]=1. The catalyst class is: 8. (9) Reactant: [CH3:1][O:2][C:3](=[O:19])[C:4]1[CH:9]=[C:8](Br)[C:7]([O:11][CH2:12][C:13]2[N:14]([CH3:18])[CH:15]=[CH:16][N:17]=2)=[N:6][CH:5]=1.[Cl:20][C:21]1[CH:26]=[CH:25][C:24](B(O)O)=[CH:23][CH:22]=1.C(=O)([O-])[O-].[Na+].[Na+]. The catalyst class is: 11. Product: [CH3:1][O:2][C:3](=[O:19])[C:4]1[CH:9]=[C:8]([C:24]2[CH:25]=[CH:26][C:21]([Cl:20])=[CH:22][CH:23]=2)[C:7]([O:11][CH2:12][C:13]2[N:14]([CH3:18])[CH:15]=[CH:16][N:17]=2)=[N:6][CH:5]=1.